Dataset: Forward reaction prediction with 1.9M reactions from USPTO patents (1976-2016). Task: Predict the product of the given reaction. (1) Given the reactants [Br:1][C:2]([F:22])([F:21])[C:3]([F:20])([F:19])[O:4][C:5]1[CH:10]=[CH:9][CH:8]=[C:7]([O:11][C:12]([F:18])([F:17])[C:13]([F:16])([F:15])[Br:14])[CH:6]=1.[Cl:23][S:24](O)(=[O:26])=[O:25].Cl, predict the reaction product. The product is: [Br:1][C:2]([F:21])([F:22])[C:3]([F:19])([F:20])[O:4][C:5]1[CH:6]=[C:7]([O:11][C:12]([F:17])([F:18])[C:13]([F:15])([F:16])[Br:14])[CH:8]=[CH:9][C:10]=1[S:24]([Cl:23])(=[O:26])=[O:25]. (2) The product is: [CH3:28][O:27][C:24]1[N:23]2[N:29]=[C:30]([C:32]([F:35])([F:33])[F:34])[CH:31]=[C:22]2[C:21]([C:17]2[CH:16]=[C:15]3[C:20](=[CH:19][CH:18]=2)[N:11]([CH2:10][CH2:9][CH2:8][N:1]2[CH2:6][CH2:5][O:4][CH2:3][CH2:2]2)[C:12](=[O:36])[CH:13]=[CH:14]3)=[CH:26][CH:25]=1. Given the reactants [NH:1]1[CH2:6][CH2:5][O:4][CH2:3][CH2:2]1.Br[CH2:8][CH2:9][CH2:10][N:11]1[C:20]2[C:15](=[CH:16][C:17]([C:21]3[C:22]4[N:23]([N:29]=[C:30]([C:32]([F:35])([F:34])[F:33])[CH:31]=4)[C:24]([O:27][CH3:28])=[CH:25][CH:26]=3)=[CH:18][CH:19]=2)[CH:14]=[CH:13][C:12]1=[O:36].O, predict the reaction product. (3) Given the reactants [F:1][C:2]1[CH:7]=[CH:6][C:5]([C:8]([F:11])([F:10])[F:9])=[CH:4][C:3]=1[OH:12].[Cl:13][C:14]1[CH:19]=[CH:18][C:17]([CH:20](O)[CH2:21][CH2:22][CH2:23][CH2:24][CH2:25][N:26]2[CH2:31][CH2:30][CH:29]([C:32]3[CH:33]=[C:34]([NH:38][C:39](=[O:43])[CH:40]([CH3:42])[CH3:41])[CH:35]=[CH:36][CH:37]=3)[CH2:28][CH2:27]2)=[CH:16][CH:15]=1, predict the reaction product. The product is: [Cl:13][C:14]1[CH:15]=[CH:16][C:17]([CH:20]([O:12][C:3]2[CH:4]=[C:5]([C:8]([F:10])([F:11])[F:9])[CH:6]=[CH:7][C:2]=2[F:1])[CH2:21][CH2:22][CH2:23][CH2:24][CH2:25][N:26]2[CH2:31][CH2:30][CH:29]([C:32]3[CH:33]=[C:34]([NH:38][C:39](=[O:43])[CH:40]([CH3:41])[CH3:42])[CH:35]=[CH:36][CH:37]=3)[CH2:28][CH2:27]2)=[CH:18][CH:19]=1. (4) Given the reactants [NH:1]([C:5]1[CH:14]=[C:13]2[C:8]([C:9]([CH2:16][C:17]3[CH:22]=[CH:21][N:20]=[CH:19][CH:18]=3)=[N:10][N:11]=[C:12]2[Cl:15])=[CH:7][CH:6]=1)[C:2]([CH3:4])=[O:3].[Cl:23][C:24]1[CH:25]=[C:26]([CH:28]=[CH:29][C:30]=1[Cl:31])[NH2:27], predict the reaction product. The product is: [ClH:15].[NH:1]([C:5]1[CH:14]=[C:13]2[C:8]([C:9]([CH2:16][C:17]3[CH:22]=[CH:21][N:20]=[CH:19][CH:18]=3)=[N:10][N:11]=[C:12]2[NH:27][C:26]2[CH:28]=[CH:29][C:30]([Cl:31])=[C:24]([Cl:23])[CH:25]=2)=[CH:7][CH:6]=1)[C:2]([CH3:4])=[O:3]. (5) The product is: [ClH:58].[N:37]1[CH:38]=[CH:40][C:53]([CH2:54][N:14]([C@H:4]([C:1]([N:26]([CH3:25])[CH2:27][CH2:28][C:29]2[CH:34]=[CH:33][CH:32]=[CH:31][CH:30]=2)=[O:3])[CH2:5][CH2:6][C:7]2[CH:8]=[CH:9][C:10]([OH:13])=[CH:11][CH:12]=2)[C:15](=[O:24])[OH:16])=[CH:43][CH:41]=1. Given the reactants [C:1]([C@@H:4]([NH:14][C:15](=[O:24])[O:16]CC1C=CN=CC=1)[CH2:5][CH2:6][C:7]1[CH:12]=[CH:11][C:10]([OH:13])=[CH:9][CH:8]=1)([OH:3])=O.[CH3:25][NH:26][CH2:27][CH2:28][C:29]1[CH:34]=[CH:33][CH:32]=[CH:31][CH:30]=1.CC[N:37]([CH:41]([CH3:43])C)[CH:38]([CH3:40])C.CN(C(ON1N=N[C:54]2C=CC(=C[C:53]1=2)[Cl:58])=[N+](C)C)C.F[P-](F)(F)(F)(F)F, predict the reaction product. (6) Given the reactants C([O:3][CH:4](OCC)[C:5]1[N:9]=[C:8]([CH3:10])[N:7]([CH2:11][CH3:12])[N:6]=1)C.Cl, predict the reaction product. The product is: [CH2:11]([N:7]1[C:8]([CH3:10])=[N:9][C:5]([CH:4]=[O:3])=[N:6]1)[CH3:12].